From a dataset of Peptide-MHC class I binding affinity with 185,985 pairs from IEDB/IMGT. Regression. Given a peptide amino acid sequence and an MHC pseudo amino acid sequence, predict their binding affinity value. This is MHC class I binding data. (1) The peptide sequence is AAAQGQAPL. The MHC is HLA-B18:01 with pseudo-sequence HLA-B18:01. The binding affinity (normalized) is 0.0847. (2) The peptide sequence is YLLGDSDSV. The MHC is HLA-A02:06 with pseudo-sequence HLA-A02:06. The binding affinity (normalized) is 0.928. (3) The peptide sequence is NYPASLHKF. The MHC is HLA-B35:01 with pseudo-sequence HLA-B35:01. The binding affinity (normalized) is 0.406. (4) The peptide sequence is MPTASTAQI. The MHC is Mamu-B17 with pseudo-sequence Mamu-B17. The binding affinity (normalized) is 0.555. (5) The peptide sequence is AQRELFFTL. The binding affinity (normalized) is 0.544. The MHC is BoLA-D18.4 with pseudo-sequence BoLA-D18.4. (6) The peptide sequence is KSRENSTLI. The MHC is HLA-A01:01 with pseudo-sequence HLA-A01:01. The binding affinity (normalized) is 0.0847. (7) The peptide sequence is DESGLNISGY. The MHC is HLA-B18:01 with pseudo-sequence HLA-B18:01. The binding affinity (normalized) is 0.511. (8) The peptide sequence is RVLIFILLTA. The MHC is HLA-A02:06 with pseudo-sequence HLA-A02:06. The binding affinity (normalized) is 0.447. (9) The peptide sequence is FLTGYLQL. The MHC is HLA-A02:02 with pseudo-sequence HLA-A02:02. The binding affinity (normalized) is 0.491.